From a dataset of Full USPTO retrosynthesis dataset with 1.9M reactions from patents (1976-2016). Predict the reactants needed to synthesize the given product. (1) Given the product [F:1][C:2]1[C:7]([F:8])=[CH:6][CH:5]=[CH:4][C:3]=1[CH:9]([O:23][CH2:24][CH2:25][O:26][S:35]([CH3:34])(=[O:37])=[O:36])[C@@H:10]1[CH2:15][CH2:14][CH2:13][N:12]([C:16]([O:18][C:19]([CH3:20])([CH3:21])[CH3:22])=[O:17])[CH2:11]1, predict the reactants needed to synthesize it. The reactants are: [F:1][C:2]1[C:7]([F:8])=[CH:6][CH:5]=[CH:4][C:3]=1[CH:9]([O:23][CH2:24][CH2:25][OH:26])[C@@H:10]1[CH2:15][CH2:14][CH2:13][N:12]([C:16]([O:18][C:19]([CH3:22])([CH3:21])[CH3:20])=[O:17])[CH2:11]1.CCN(CC)CC.[CH3:34][S:35](Cl)(=[O:37])=[O:36].O. (2) Given the product [N:6]1[C:15]2[C:10](=[CH:11][CH:12]=[CH:13][CH:14]=2)[CH:9]=[CH:8][C:7]=1[CH2:16][NH:1][CH2:2][CH2:3][CH2:4][OH:5], predict the reactants needed to synthesize it. The reactants are: [NH2:1][CH2:2][CH2:3][CH2:4][OH:5].[N:6]1[C:15]2[C:10](=[CH:11][CH:12]=[CH:13][CH:14]=2)[CH:9]=[CH:8][C:7]=1[CH:16]=O. (3) Given the product [C:1]([NH:5][S:22]([CH2:21][C:15]1[CH:20]=[CH:19][CH:18]=[CH:17][CH:16]=1)(=[O:24])=[O:23])([CH3:4])([CH3:3])[CH3:2], predict the reactants needed to synthesize it. The reactants are: [C:1]([NH2:5])([CH3:4])([CH3:3])[CH3:2].C(N(CC)C(C)C)(C)C.[C:15]1([CH2:21][S:22](Cl)(=[O:24])=[O:23])[CH:20]=[CH:19][CH:18]=[CH:17][CH:16]=1. (4) Given the product [CH2:1]([O:8][C:9](=[O:33])[C@@H:10]([NH:25][C:26]([O:28][C:29]([CH3:30])([CH3:32])[CH3:31])=[O:27])[CH2:11][CH2:12][C:13](=[O:24])[NH:14][C:15]1[CH:20]=[C:19]([CH3:21])[C:18]([CH3:22])=[CH:17][C:16]=1[NH:23][CH2:34][CH2:35][CH2:36][CH2:37][CH3:38])[C:2]1[CH:7]=[CH:6][CH:5]=[CH:4][CH:3]=1, predict the reactants needed to synthesize it. The reactants are: [CH2:1]([O:8][C:9](=[O:33])[C@@H:10]([NH:25][C:26]([O:28][C:29]([CH3:32])([CH3:31])[CH3:30])=[O:27])[CH2:11][CH2:12][C:13](=[O:24])[NH:14][C:15]1[CH:20]=[C:19]([CH3:21])[C:18]([CH3:22])=[CH:17][C:16]=1[NH2:23])[C:2]1[CH:7]=[CH:6][CH:5]=[CH:4][CH:3]=1.[CH:34](=O)[CH2:35][CH2:36][CH2:37][CH3:38].C(O[BH-](OC(=O)C)OC(=O)C)(=O)C.[Na+]. (5) The reactants are: [C:1](O)(=O)C.C(O)(=O)C.[CH2:9]([NH:16][CH2:17][CH2:18][NH:19][CH2:20][C:21]1[CH:26]=[CH:25][CH:24]=[CH:23][CH:22]=1)[C:10]1[CH:15]=[CH:14][CH:13]=[CH:12][CH:11]=1.[N+:27]([CH2:30][CH2:31]C1C=CC=CC=1)([O-:29])=[O:28].C=O.[C:40]1([CH3:46])[CH:45]=[CH:44][CH:43]=[CH:42][CH:41]=1.CO. Given the product [CH2:9]([N:16]1[CH2:31][C:30]([CH2:46][C:40]2[CH:45]=[CH:44][CH:43]=[CH:42][CH:41]=2)([N+:27]([O-:29])=[O:28])[CH2:1][N:19]([CH2:20][C:21]2[CH:26]=[CH:25][CH:24]=[CH:23][CH:22]=2)[CH2:18][CH2:17]1)[C:10]1[CH:11]=[CH:12][CH:13]=[CH:14][CH:15]=1, predict the reactants needed to synthesize it.